Task: Predict the reaction yield, written as a fraction of the theoretical maximum amount of product (1.0 means a 100% yield; for example, 0.34 means a 34% yield).. Dataset: Reaction yield outcomes from USPTO patents with 853,638 reactions (1) The reactants are [C:1]([Si:5]([CH3:17])([CH3:16])[O:6][C:7]1[CH:15]=[C:14]2[C:10]([CH:11]=[CH:12][NH:13]2)=[CH:9][CH:8]=1)([CH3:4])([CH3:3])[CH3:2].C(=O)([O-])[O-].[Cs+].[Cs+].[CH2:24]([O:26][C:27](=[O:30])[CH2:28]Br)[CH3:25]. The catalyst is CN(C=O)C. The product is [CH2:24]([O:26][C:27](=[O:30])[CH2:28][N:13]1[C:14]2[C:10](=[CH:9][CH:8]=[C:7]([O:6][Si:5]([C:1]([CH3:4])([CH3:3])[CH3:2])([CH3:17])[CH3:16])[CH:15]=2)[CH:11]=[CH:12]1)[CH3:25]. The yield is 0.890. (2) The reactants are [C:1]([O:5][C:6]([N:8]([C@H:16]1[CH2:24][O:23][CH2:22][C@H:21]([CH2:25][C:26]2[C:35]3[C:30](=[CH:31][CH:32]=[CH:33][CH:34]=3)[CH:29]=[CH:28][CH:27]=2)[C@@H:20]([O:36][Si](C(C)C)(C(C)C)C(C)C)[C@H:19]([CH3:47])[O:18][C:17]1=[O:48])[C:9](=[O:15])[O:10][C:11]([CH3:14])([CH3:13])[CH3:12])=[O:7])([CH3:4])([CH3:3])[CH3:2].CCCC[N+](CCCC)(CCCC)CCCC.[F-]. The catalyst is C1COCC1.[Na+].[Cl-]. The product is [C:11]([O:10][C:9]([N:8]([C@H:16]1[CH2:24][O:23][CH2:22][C@H:21]([CH2:25][C:26]2[C:35]3[C:30](=[CH:31][CH:32]=[CH:33][CH:34]=3)[CH:29]=[CH:28][CH:27]=2)[C@@H:20]([OH:36])[C@H:19]([CH3:47])[O:18][C:17]1=[O:48])[C:6](=[O:7])[O:5][C:1]([CH3:3])([CH3:4])[CH3:2])=[O:15])([CH3:12])([CH3:13])[CH3:14]. The yield is 0.720. (3) The reactants are [F:1][C:2]1[CH:3]=[C:4]2[C:9](=[CH:10][CH:11]=1)[N:8]=[C:7]([O:12][CH3:13])[C:6]([NH:14][C:15](=[O:19])OCC)=[N:5]2.[Cl:20][C:21]1[CH:26]=[CH:25][C:24]([N:27]2[CH2:32][CH2:31][NH:30][CH2:29][CH2:28]2)=[CH:23][CH:22]=1. No catalyst specified. The product is [F:1][C:2]1[CH:3]=[C:4]2[C:9](=[CH:10][CH:11]=1)[N:8]=[C:7]([O:12][CH3:13])[C:6]([NH:14][C:15]([N:30]1[CH2:29][CH2:28][N:27]([C:24]3[CH:23]=[CH:22][C:21]([Cl:20])=[CH:26][CH:25]=3)[CH2:32][CH2:31]1)=[O:19])=[N:5]2. The yield is 0.950. (4) The catalyst is C(#N)C. The product is [C:1]([O:5][C:6](=[O:20])[N:7]([C:8]1[S:12][C:11]([C:13]2[CH:14]=[N:15][CH:16]=[CH:17][CH:18]=2)=[N:10][C:9]=1[Cl:21])[CH3:19])([CH3:4])([CH3:3])[CH3:2]. The yield is 0.620. The reactants are [C:1]([O:5][C:6](=[O:20])[N:7]([CH3:19])[C:8]1[S:12][C:11]([C:13]2[CH:14]=[N:15][CH:16]=[CH:17][CH:18]=2)=[N:10][CH:9]=1)([CH3:4])([CH3:3])[CH3:2].[Cl:21]N1C(=O)CCC1=O. (5) The reactants are O([CH2:9][CH:10]([CH2:16][CH2:17][CH3:18])[CH2:11][CH2:12][CH2:13][CH2:14][CH3:15])S(C(F)(F)F)(=O)=O.[CH3:19][C:20]1[CH:21]=[N:22][CH:23]=[C:24]([CH3:47])[C:25]=1[C:26]1[C:31]([CH3:32])=[CH:30][C:29]([CH:33]=[CH:34][C:35]2[CH:40]=[CH:39][C:38]([CH:41]([C:44]#[N:45])[C:42]#[N:43])=[CH:37][CH:36]=2)=[CH:28][C:27]=1[CH3:46].C[O-].[Na+]. The catalyst is C(Cl)Cl.CO. The product is [CH3:19][C:20]1[C:25](=[C:26]2[C:27]([CH3:46])=[CH:28][C:29](=[CH:33][CH:34]=[C:35]3[CH:40]=[CH:39][C:38](=[C:41]([C:42]#[N:43])[C:44]#[N:45])[CH:37]=[CH:36]3)[CH:30]=[C:31]2[CH3:32])[C:24]([CH3:47])=[CH:23][N:22]([CH2:9][CH:10]([CH2:16][CH2:17][CH3:18])[CH2:11][CH2:12][CH2:13][CH2:14][CH3:15])[CH:21]=1. The yield is 0.657. (6) The reactants are [OH:1][C:2]1[C:11]([CH3:12])=[C:10]2[C:5]([C:6](=[O:20])[C:7]([CH3:19])=[C:8]([CH:13]3[CH2:18][CH2:17][NH:16][CH2:15][CH2:14]3)[O:9]2)=[CH:4][CH:3]=1.Br[C:22]1[S:23][CH:24]=[CH:25][N:26]=1.N12CCCN=C1CCCCC2. The catalyst is CN1CCCC1=O. The product is [OH:1][C:2]1[C:11]([CH3:12])=[C:10]2[C:5]([C:6](=[O:20])[C:7]([CH3:19])=[C:8]([CH:13]3[CH2:18][CH2:17][N:16]([C:22]4[S:23][CH:24]=[CH:25][N:26]=4)[CH2:15][CH2:14]3)[O:9]2)=[CH:4][CH:3]=1. The yield is 0.270. (7) The reactants are C([O:8][C:9]1[CH:37]=[CH:36][C:12]([O:13][CH2:14][CH2:15][CH2:16][CH2:17][CH2:18][CH2:19][C:20]([C:22]2[O:23][C:24]([CH2:27][O:28][CH2:29][C:30]3[CH:35]=[CH:34][CH:33]=[CH:32][CH:31]=3)=[N:25][N:26]=2)=[O:21])=[CH:11][CH:10]=1)C1C=CC=CC=1. The catalyst is CCOC(C)=O.[Pd]. The product is [CH2:29]([O:28][CH2:27][C:24]1[O:23][C:22]([C:20](=[O:21])[CH2:19][CH2:18][CH2:17][CH2:16][CH2:15][CH2:14][O:13][C:12]2[CH:36]=[CH:37][C:9]([OH:8])=[CH:10][CH:11]=2)=[N:26][N:25]=1)[C:30]1[CH:35]=[CH:34][CH:33]=[CH:32][CH:31]=1. The yield is 0.750.